This data is from Catalyst prediction with 721,799 reactions and 888 catalyst types from USPTO. The task is: Predict which catalyst facilitates the given reaction. (1) Reactant: Br[C:2]1[CH:3]=[C:4]([CH:8]2[C:17]([CH3:19])([CH3:18])[CH2:16][C:15]3[C:10](=[CH:11][CH:12]=[C:13]([C:20]([OH:22])=[O:21])[CH:14]=3)[NH:9]2)[CH:5]=[CH:6][CH:7]=1.[NH:23]1[CH2:27][C:26](=[O:28])[NH:25][C:24]1=[O:29].Cl.CN(C)CC(O)=O.C(=O)([O-])[O-].[K+].[K+]. Product: [O:29]=[C:24]1[NH:25][C:26](=[O:28])[CH2:27][N:23]1[C:2]1[CH:3]=[C:4]([CH:8]2[C:17]([CH3:19])([CH3:18])[CH2:16][C:15]3[C:10](=[CH:11][CH:12]=[C:13]([C:20]([OH:22])=[O:21])[CH:14]=3)[NH:9]2)[CH:5]=[CH:6][CH:7]=1. The catalyst class is: 156. (2) The catalyst class is: 4. Product: [O:1]=[C:2]1[CH2:7][CH2:6][O:5][CH:4]([C:8]2[CH:9]=[C:10]([CH:15]=[CH:16][CH:17]=2)[C:11]([O:13][CH3:14])=[O:12])[CH2:3]1. Reactant: [OH:1][CH:2]1[CH2:7][CH2:6][O:5][CH:4]([C:8]2[CH:9]=[C:10]([CH:15]=[CH:16][CH:17]=2)[C:11]([O:13][CH3:14])=[O:12])[CH2:3]1.CC(OI1(OC(C)=O)(OC(C)=O)OC(=O)C2C=CC=CC1=2)=O. (3) Reactant: [CH:1]1([O:6][C:7]2[CH:8]=[C:9]([N:15]([CH2:24][C:25]3[CH:26]=[N:27][CH:28]=[CH:29][CH:30]=3)[C:16]3[CH:23]=[CH:22][C:19]([CH:20]=O)=[CH:18][CH:17]=3)[CH:10]=[CH:11][C:12]=2[O:13][CH3:14])[CH2:5][CH2:4][CH2:3][CH2:2]1.[C:31](=[O:34])([O-])[O-].[NH4+:35].[NH4+:36].[C-]#N.[K+].[CH3:40][OH:41]. Product: [CH:1]1([O:6][C:7]2[CH:8]=[C:9]([N:15]([CH2:24][C:25]3[CH:26]=[N:27][CH:28]=[CH:29][CH:30]=3)[C:16]3[CH:17]=[CH:18][C:19]([CH:20]4[NH:36][C:40](=[O:41])[NH:35][C:31]4=[O:34])=[CH:22][CH:23]=3)[CH:10]=[CH:11][C:12]=2[O:13][CH3:14])[CH2:2][CH2:3][CH2:4][CH2:5]1. The catalyst class is: 6. (4) Product: [OH:5][CH2:4][C:3]([CH3:7])([CH3:6])[CH2:2][NH:1][C:8](=[O:9])[O:10][C:11]([CH3:14])([CH3:13])[CH3:12]. The catalyst class is: 2. Reactant: [NH2:1][CH2:2][C:3]([CH3:7])([CH3:6])[CH2:4][OH:5].[C:8](O[C:8]([O:10][C:11]([CH3:14])([CH3:13])[CH3:12])=[O:9])([O:10][C:11]([CH3:14])([CH3:13])[CH3:12])=[O:9].[NH4+].[Cl-]. (5) Reactant: C[Si]([N-][Si](C)(C)C)(C)C.[Na+:10].[Cl:11][C:12]1[CH:17]=[CH:16][CH:15]=[CH:14][C:13]=1[N:18]=[C:19]=[S:20].[CH3:21][CH2:22][OH:23]. Product: [Cl:11][C:12]1[CH:17]=[CH:16][CH:15]=[CH:14][C:13]=1[N:18]1[C:22](=[O:23])[CH:21]=[CH:17][C:12]([C:13]#[N:18])=[C:19]1[S-:20].[Na+:10]. The catalyst class is: 577. (6) Reactant: C(N(CC)CC)C.FC(F)[O:10]C1C=CC(C(O)=O)=CC=1C#CC1C=CC=CN=1.[Cl-:29].[Na+].Cl.CN(C)CCCN=C=NCC.O[N:44]1[C:48]2[N:49]=CC=C[C:47]=2N=[N:45]1.[N:53]1([C:59]2[CH:64]=NC=C[N:60]=2)[CH2:58]CN[CH2:55][CH2:54]1.Cl.[CH3:66][OH:67]. Product: [CH:47]1[C:48]([NH:44][NH2:45])=[N:49][N:60]=[C:59]([N:53]([CH2:54][CH2:55][OH:10])[CH2:58][CH2:66][OH:67])[CH:64]=1.[ClH:29].[ClH:29]. The catalyst class is: 4. (7) Reactant: Br[C:2]1[CH:3]=[CH:4][C:5]([O:13][CH3:14])=[C:6]([CH2:8][CH2:9][N:10]([CH3:12])[CH3:11])[CH:7]=1.[Li]CCCC.C(O[B:24]1[O:28][C:27]([CH3:30])([CH3:29])[C:26]([CH3:32])([CH3:31])[O:25]1)(C)C. Product: [CH3:14][O:13][C:5]1[CH:4]=[CH:3][C:2]([B:24]2[O:28][C:27]([CH3:30])([CH3:29])[C:26]([CH3:32])([CH3:31])[O:25]2)=[CH:7][C:6]=1[CH2:8][CH2:9][N:10]([CH3:12])[CH3:11]. The catalyst class is: 1. (8) Product: [CH2:12]([C:1]1[CH:6]=[CH:5][C:4]([O:7][CH2:8][C:9]([Cl:11])=[O:10])=[CH:3][CH:2]=1)[CH2:15][CH2:14][CH2:13][CH2:19][CH3:20]. The catalyst class is: 48. Reactant: [C:1]1([CH3:12])[CH:6]=[CH:5][C:4]([O:7][CH2:8][C:9]([Cl:11])=[O:10])=[CH:3][CH:2]=1.[CH2:13]([C:19]1C=CC(OCC(O)=O)=C[CH:20]=1)[CH2:14][CH2:15]CCC. (9) Reactant: Cl[C:2]1[N:7]=[CH:6][C:5]([O:8][CH2:9][CH:10]2[CH2:15][CH2:14][N:13]([C:16]([O:18][C:19]([CH3:22])([CH3:21])[CH3:20])=[O:17])[CH2:12][CH2:11]2)=[CH:4][CH:3]=1.[CH3:23][S:24]([C:27]1[CH:32]=[CH:31][C:30](B(O)O)=[CH:29][CH:28]=1)(=[O:26])=[O:25].C([O-])([O-])=O.[Cs+].[Cs+]. Product: [CH3:23][S:24]([C:27]1[CH:32]=[CH:31][C:30]([C:2]2[N:7]=[CH:6][C:5]([O:8][CH2:9][CH:10]3[CH2:15][CH2:14][N:13]([C:16]([O:18][C:19]([CH3:22])([CH3:21])[CH3:20])=[O:17])[CH2:12][CH2:11]3)=[CH:4][CH:3]=2)=[CH:29][CH:28]=1)(=[O:26])=[O:25]. The catalyst class is: 38.